This data is from Forward reaction prediction with 1.9M reactions from USPTO patents (1976-2016). The task is: Predict the product of the given reaction. (1) Given the reactants [H-].[Na+].[F:3][C:4]([F:12])([F:11])[CH:5]([OH:10])[C:6]([F:9])([F:8])[F:7].Cl[C:14]1[CH:19]=[C:18]([CH3:20])[C:17]([N+:21]([O-:23])=[O:22])=[CH:16][N:15]=1.C(OCC)(=O)C, predict the reaction product. The product is: [CH3:20][C:18]1[C:17]([N+:21]([O-:23])=[O:22])=[CH:16][N:15]=[C:14]([O:10][CH:5]([C:6]([F:9])([F:8])[F:7])[C:4]([F:12])([F:11])[F:3])[CH:19]=1. (2) Given the reactants [NH2:1][CH:2]1[C:8](=[O:9])[NH:7][C:6]2[CH:10]=[CH:11][CH:12]=[CH:13][C:5]=2[C:4]([C:14]2[C:19]([CH2:20][N:21]3[CH2:26][CH2:25][O:24][CH2:23][CH2:22]3)=[CH:18][C:17]([Cl:27])=[CH:16][C:15]=2[Cl:28])=[N:3]1.[Cl:29][C:30]1[CH:31]=[CH:32][C:33]([O:39][CH2:40][CH2:41][O:42][CH3:43])=[C:34]([CH:38]=1)[C:35](O)=[O:36], predict the reaction product. The product is: [Cl:29][C:30]1[CH:31]=[CH:32][C:33]([O:39][CH2:40][CH2:41][O:42][CH3:43])=[C:34]([CH:38]=1)[C:35]([NH:1][CH:2]1[C:8](=[O:9])[NH:7][C:6]2[CH:10]=[CH:11][CH:12]=[CH:13][C:5]=2[C:4]([C:14]2[C:19]([CH2:20][N:21]3[CH2:22][CH2:23][O:24][CH2:25][CH2:26]3)=[CH:18][C:17]([Cl:27])=[CH:16][C:15]=2[Cl:28])=[N:3]1)=[O:36].